Dataset: Full USPTO retrosynthesis dataset with 1.9M reactions from patents (1976-2016). Task: Predict the reactants needed to synthesize the given product. (1) Given the product [F:15][C:14]([F:17])([F:16])[CH:10]1[CH2:9][NH:8][CH2:13][CH2:12][NH:11]1, predict the reactants needed to synthesize it. The reactants are: C([N:8]1[CH2:13][CH2:12][NH:11][CH:10]([C:14]([F:17])([F:16])[F:15])[CH2:9]1)C1C=CC=CC=1. (2) The reactants are: C(N(C(C)C)CC)(C)C.[Li].[Cl:11][C:12]1[C:13]2[CH:20]=[CH:19][S:18][C:14]=2[N:15]=[CH:16][N:17]=1.[CH2:21]([O:28][C:29]([N:31]1[CH2:36][CH2:35][CH:34]([N:37]=[C:38]=[O:39])[CH2:33][CH2:32]1)=[O:30])[C:22]1[CH:27]=[CH:26][CH:25]=[CH:24][CH:23]=1. Given the product [Cl:11][C:12]1[C:13]2[CH:20]=[C:19]([C:38]([NH:37][CH:34]3[CH2:35][CH2:36][N:31]([C:29]([O:28][CH2:21][C:22]4[CH:27]=[CH:26][CH:25]=[CH:24][CH:23]=4)=[O:30])[CH2:32][CH2:33]3)=[O:39])[S:18][C:14]=2[N:15]=[CH:16][N:17]=1, predict the reactants needed to synthesize it. (3) Given the product [OH:19][CH2:18][C:12]1[CH:11]=[C:10]2[C:15]([CH2:16][CH2:17][N:8]([C:6]([O:5][C:1]([CH3:4])([CH3:3])[CH3:2])=[O:7])[CH2:9]2)=[CH:14][CH:13]=1, predict the reactants needed to synthesize it. The reactants are: [C:1]([O:5][C:6]([N:8]1[CH2:17][CH2:16][C:15]2[C:10](=[CH:11][C:12]([C:18](O)=[O:19])=[CH:13][CH:14]=2)[CH2:9]1)=[O:7])([CH3:4])([CH3:3])[CH3:2].[H-].[H-].[H-].[H-].[Li+].[Al+3]. (4) Given the product [CH3:2][N:1]([C:16]([O:15][CH2:14][CH2:13][O:12][C:10]([C:9]1[CH:26]=[CH:27][CH:28]=[CH:29][C:8]=1[CH3:7])=[O:11])=[O:17])[CH2:3][C:4]([OH:6])=[O:5], predict the reactants needed to synthesize it. The reactants are: [NH:1]([CH2:3][C:4]([OH:6])=[O:5])[CH3:2].[CH3:7][C:8]1[CH:29]=[CH:28][CH:27]=[CH:26][C:9]=1[C:10]([O:12][CH2:13][CH2:14][O:15][C:16](ON1C(=O)CCC1=O)=[O:17])=[O:11]. (5) Given the product [C:21]1([C:27]2[CH:28]=[CH:29][C:30]3[N:31]([C:14]([CH2:13][C:9]4[CH:10]=[C:11]5[C:6](=[CH:7][CH:8]=4)[N:5]=[CH:4][C:3]([OH:2])=[CH:12]5)=[N:34][N:33]=3)[N:32]=2)[CH:22]=[CH:23][CH:24]=[CH:25][CH:26]=1, predict the reactants needed to synthesize it. The reactants are: C[O:2][C:3]1[CH:4]=[N:5][C:6]2[C:11]([CH:12]=1)=[CH:10][C:9]([CH2:13][C:14](OC(C)(C)C)=O)=[CH:8][CH:7]=2.[C:21]1([C:27]2[N:32]=[N:31][C:30]([NH:33][NH2:34])=[CH:29][CH:28]=2)[CH:26]=[CH:25][CH:24]=[CH:23][CH:22]=1.Cl.[OH-].[Na+]. (6) Given the product [OH:19][CH:18]([CH:13]1[CH2:12][CH2:11][C:10]2[C:15](=[CH:16][CH:17]=[C:8]([O:1][C:2]3[CH:3]=[CH:4][CH:5]=[CH:6][CH:7]=3)[CH:9]=2)[CH2:14]1)[C:20]#[N:21], predict the reactants needed to synthesize it. The reactants are: [O:1]([C:8]1[CH:9]=[C:10]2[C:15](=[CH:16][CH:17]=1)[CH2:14][CH:13]([CH:18]=[O:19])[CH2:12][CH2:11]2)[C:2]1[CH:7]=[CH:6][CH:5]=[CH:4][CH:3]=1.[C-:20]#[N:21].[K+]. (7) Given the product [Br:1][C:2]1[S:3][C:4]([CH2:7][N:13]2[CH2:18][CH2:17][CH2:16][CH2:15][CH2:14]2)=[CH:5][N:6]=1, predict the reactants needed to synthesize it. The reactants are: [Br:1][C:2]1[S:3][C:4]([CH:7]=O)=[CH:5][N:6]=1.C(O)(=O)C.[NH:13]1[CH2:18][CH2:17][CH2:16][CH2:15][CH2:14]1.C(O[BH-](OC(=O)C)OC(=O)C)(=O)C.[Na+]. (8) Given the product [CH2:5]([O:4][C:2](=[O:3])[NH:17][C:12]1[CH:11]=[C:10]([Br:18])[N:9]=[C:8]([Br:7])[C:13]=1[N+:14]([O-:16])=[O:15])[CH3:6], predict the reactants needed to synthesize it. The reactants are: Cl[C:2]([O:4][CH2:5][CH3:6])=[O:3].[Br:7][C:8]1[C:13]([N+:14]([O-:16])=[O:15])=[C:12]([NH2:17])[CH:11]=[C:10]([Br:18])[N:9]=1.C(N(CC)CC)C. (9) The reactants are: C(=O)(O)[O-].[Na+].[N:6]#[C:7]Br.[Si:9]([O:16][CH2:17][CH2:18][NH:19][C:20]1[CH:25]=[CH:24][C:23]([N:26]2[C:34](=[O:35])[C:33]3[C:28](=[CH:29][CH:30]=[CH:31][C:32]=3[NH:36][C:37]([C:39]3[S:40][C:41]([Cl:44])=[CH:42][CH:43]=3)=[O:38])[CH2:27]2)=[CH:22][CH:21]=1)([C:12]([CH3:15])([CH3:14])[CH3:13])([CH3:11])[CH3:10].O.ClCCl. Given the product [Si:9]([O:16][CH2:17][CH2:18][N:19]([C:7]#[N:6])[C:20]1[CH:25]=[CH:24][C:23]([N:26]2[C:34](=[O:35])[C:33]3[C:28](=[CH:29][CH:30]=[CH:31][C:32]=3[NH:36][C:37]([C:39]3[S:40][C:41]([Cl:44])=[CH:42][CH:43]=3)=[O:38])[CH2:27]2)=[CH:22][CH:21]=1)([C:12]([CH3:15])([CH3:13])[CH3:14])([CH3:11])[CH3:10], predict the reactants needed to synthesize it. (10) Given the product [F:1][C:2]([F:25])([F:24])[C:3]1[CH:8]=[CH:7][N:6]=[C:5]([NH:9][C:10]([C:12]2[CH:13]=[C:14]3[C:19](=[CH:20][CH:21]=2)[C:18]([O:27][CH3:26])=[N:17][N:16]=[C:15]3[O:34][CH3:33])=[O:11])[CH:4]=1, predict the reactants needed to synthesize it. The reactants are: [F:1][C:2]([F:25])([F:24])[C:3]1[CH:8]=[CH:7][N:6]=[C:5]([NH:9][C:10]([C:12]2[CH:13]=[C:14]3[C:19](=[CH:20][CH:21]=2)[C:18](Cl)=[N:17][N:16]=[C:15]3Cl)=[O:11])[CH:4]=1.[CH3:26][O-:27].[Na+].Cl.CN([CH:33]=[O:34])C.